From a dataset of Peptide-MHC class I binding affinity with 185,985 pairs from IEDB/IMGT. Regression. Given a peptide amino acid sequence and an MHC pseudo amino acid sequence, predict their binding affinity value. This is MHC class I binding data. (1) The peptide sequence is NALEKALRW. The binding affinity (normalized) is 0.0847. The MHC is HLA-A69:01 with pseudo-sequence HLA-A69:01. (2) The peptide sequence is CECYDAGCAWY. The MHC is Mamu-A11 with pseudo-sequence Mamu-A11. The binding affinity (normalized) is 0. (3) The peptide sequence is TPYDINQML. The MHC is HLA-A11:01 with pseudo-sequence HLA-A11:01. The binding affinity (normalized) is 0. (4) The peptide sequence is KEIESVLST. The MHC is HLA-A68:02 with pseudo-sequence HLA-A68:02. The binding affinity (normalized) is 0. (5) The peptide sequence is MWLSYFVASF. The MHC is HLA-A30:02 with pseudo-sequence HLA-A30:02. The binding affinity (normalized) is 0.280. (6) The peptide sequence is GYELWPTKW. The MHC is Mamu-B52 with pseudo-sequence Mamu-B52. The binding affinity (normalized) is 0.422. (7) The peptide sequence is MTQNISNDK. The MHC is HLA-A02:19 with pseudo-sequence HLA-A02:19. The binding affinity (normalized) is 0.0847.